From a dataset of Catalyst prediction with 721,799 reactions and 888 catalyst types from USPTO. Predict which catalyst facilitates the given reaction. Reactant: [F:1][C:2]([F:11])([F:10])[C:3]1[CH:9]=[CH:8][C:6]([NH2:7])=[CH:5][CH:4]=1.C(N(CC)CC)C.[C:19](Cl)(=[O:24])[C:20]([CH3:23])([CH3:22])[CH3:21]. Product: [F:1][C:2]([F:10])([F:11])[C:3]1[CH:9]=[CH:8][C:6]([NH:7][C:19](=[O:24])[C:20]([CH3:23])([CH3:22])[CH3:21])=[CH:5][CH:4]=1. The catalyst class is: 48.